Task: Regression. Given two drug SMILES strings and cell line genomic features, predict the synergy score measuring deviation from expected non-interaction effect.. Dataset: NCI-60 drug combinations with 297,098 pairs across 59 cell lines (1) Drug 1: C1=CC(=CC=C1CC(C(=O)O)N)N(CCCl)CCCl.Cl. Drug 2: C1=NC2=C(N=C(N=C2N1C3C(C(C(O3)CO)O)O)F)N. Cell line: SN12C. Synergy scores: CSS=3.16, Synergy_ZIP=-8.01, Synergy_Bliss=-2.71, Synergy_Loewe=-5.84, Synergy_HSA=-2.63. (2) Drug 1: C1CCN(CC1)CCOC2=CC=C(C=C2)C(=O)C3=C(SC4=C3C=CC(=C4)O)C5=CC=C(C=C5)O. Drug 2: CC1=CC=C(C=C1)C2=CC(=NN2C3=CC=C(C=C3)S(=O)(=O)N)C(F)(F)F. Cell line: UACC-257. Synergy scores: CSS=-0.882, Synergy_ZIP=2.47, Synergy_Bliss=3.64, Synergy_Loewe=-0.669, Synergy_HSA=-0.871. (3) Drug 1: CC1CCC2CC(C(=CC=CC=CC(CC(C(=O)C(C(C(=CC(C(=O)CC(OC(=O)C3CCCCN3C(=O)C(=O)C1(O2)O)C(C)CC4CCC(C(C4)OC)O)C)C)O)OC)C)C)C)OC. Drug 2: C1=CN(C=N1)CC(O)(P(=O)(O)O)P(=O)(O)O. Cell line: NCI-H522. Synergy scores: CSS=11.0, Synergy_ZIP=-4.65, Synergy_Bliss=-6.61, Synergy_Loewe=-2.67, Synergy_HSA=-5.91. (4) Drug 1: CC1=CC=C(C=C1)C2=CC(=NN2C3=CC=C(C=C3)S(=O)(=O)N)C(F)(F)F. Drug 2: CC1=C2C(C(=O)C3(C(CC4C(C3C(C(C2(C)C)(CC1OC(=O)C(C(C5=CC=CC=C5)NC(=O)OC(C)(C)C)O)O)OC(=O)C6=CC=CC=C6)(CO4)OC(=O)C)O)C)O. Cell line: MOLT-4. Synergy scores: CSS=33.2, Synergy_ZIP=22.4, Synergy_Bliss=30.3, Synergy_Loewe=24.9, Synergy_HSA=25.9.